This data is from Forward reaction prediction with 1.9M reactions from USPTO patents (1976-2016). The task is: Predict the product of the given reaction. (1) The product is: [BrH:13].[Cl:1][C:2]1[CH:3]=[C:4]([CH3:10])[C:5]2[N:6]([C:12]([NH2:11])=[N:9][N:8]=2)[N:7]=1. Given the reactants [Cl:1][C:2]1[N:7]=[N:6][C:5]([NH:8][NH2:9])=[C:4]([CH3:10])[CH:3]=1.[N:11]#[C:12][Br:13], predict the reaction product. (2) Given the reactants Cl.[NH2:2][C@H:3]1[CH2:8][CH2:7][C@H:6]([NH:9][C:10]([C:12]2[C:16]3=[N:17][CH:18]=[CH:19][C:20]([C:21]4[CH:26]=[C:25]([CH3:27])[CH:24]=[CH:23][C:22]=4[O:28][CH2:29][CH:30]4[CH2:32][CH2:31]4)=[C:15]3[NH:14][C:13]=2[CH3:33])=[O:11])[CH2:5][CH2:4]1.[C:34](Cl)(=[O:36])[CH3:35], predict the reaction product. The product is: [C:34]([NH:2][C@H:3]1[CH2:8][CH2:7][C@H:6]([NH:9][C:10]([C:12]2[C:16]3=[N:17][CH:18]=[CH:19][C:20]([C:21]4[CH:26]=[C:25]([CH3:27])[CH:24]=[CH:23][C:22]=4[O:28][CH2:29][CH:30]4[CH2:31][CH2:32]4)=[C:15]3[NH:14][C:13]=2[CH3:33])=[O:11])[CH2:5][CH2:4]1)(=[O:36])[CH3:35]. (3) Given the reactants [C:1]([O:5][C:6]([NH:8][C:9]1[CH:14]=[CH:13][CH:12]=[CH:11][C:10]=1[NH:15][C:16](=[O:32])[C:17]1[CH:22]=[CH:21][C:20](B2OC(C)(C)C(C)(C)O2)=[CH:19][CH:18]=1)=[O:7])([CH3:4])([CH3:3])[CH3:2].[Cl:33][C:34]1[N:39]=[C:38](Cl)[CH:37]=[CH:36][N:35]=1, predict the reaction product. The product is: [C:1]([O:5][C:6]([NH:8][C:9]1[CH:14]=[CH:13][CH:12]=[CH:11][C:10]=1[NH:15][C:16](=[O:32])[C:17]1[CH:22]=[CH:21][C:20]([C:36]2[CH:37]=[CH:38][N:39]=[C:34]([Cl:33])[N:35]=2)=[CH:19][CH:18]=1)=[O:7])([CH3:3])([CH3:2])[CH3:4]. (4) Given the reactants [OH:1][CH2:2][C@@H:3]1[C@@H:7]([O:8][Si](C(C)C)(C(C)C)C(C)C)[CH2:6][C@H:5]([NH:19][C:20]2[C:25]([C:26]([C:28]3[S:32][CH:31]=[C:30]([C:33](=[O:35])[CH3:34])[CH:29]=3)=[O:27])=[CH:24][N:23]=[CH:22][N:21]=2)[CH2:4]1.Cl[S:37]([NH2:40])(=[O:39])=[O:38].Cl, predict the reaction product. The product is: [S:37](=[O:39])(=[O:38])([O:1][CH2:2][C@H:3]1[CH2:4][C@@H:5]([NH:19][C:20]2[C:25]([C:26]([C:28]3[S:32][CH:31]=[C:30]([C:33](=[O:35])[CH3:34])[CH:29]=3)=[O:27])=[CH:24][N:23]=[CH:22][N:21]=2)[CH2:6][C@@H:7]1[OH:8])[NH2:40]. (5) Given the reactants [N:1]1[C:10]2[C:5](=[N:6][CH:7]=[CH:8][N:9]=2)[C:4]([NH:11][CH2:12][CH2:13][C:14]2[CH:19]=[CH:18][C:17]([OH:20])=[CH:16][CH:15]=2)=[N:3][CH:2]=1.[CH:21]([C:24]1[CH:29]=[CH:28][C:27](B(O)O)=[CH:26][CH:25]=1)([CH3:23])[CH3:22].N1C=CC=CC=1, predict the reaction product. The product is: [CH:21]([C:24]1[CH:29]=[CH:28][C:27]([O:20][C:17]2[CH:18]=[CH:19][C:14]([CH2:13][CH2:12][NH:11][C:4]3[C:5]4[C:10](=[N:9][CH:8]=[CH:7][N:6]=4)[N:1]=[CH:2][N:3]=3)=[CH:15][CH:16]=2)=[CH:26][CH:25]=1)([CH3:23])[CH3:22]. (6) Given the reactants Cl[C:2]1[N:11]=[C:10](Cl)[C:9]2[C:4](=[CH:5][CH:6]=[CH:7][CH:8]=2)[N:3]=1.[NH2:13][C:14]1[CH:19]=[CH:18][C:17]([N:20]2[CH2:25][CH2:24][O:23][CH2:22][CH2:21]2)=[CH:16][CH:15]=1.[CH3:26][C:27]1[CH:31]=[C:30]([CH3:32])[NH:29][N:28]=1, predict the reaction product. The product is: [CH3:26][C:27]1[CH:31]=[C:30]([CH3:32])[N:29]([C:2]2[N:11]=[C:10]([NH:13][C:14]3[CH:15]=[CH:16][C:17]([N:20]4[CH2:25][CH2:24][O:23][CH2:22][CH2:21]4)=[CH:18][CH:19]=3)[C:9]3[C:4](=[CH:5][CH:6]=[CH:7][CH:8]=3)[N:3]=2)[N:28]=1.